From a dataset of Forward reaction prediction with 1.9M reactions from USPTO patents (1976-2016). Predict the product of the given reaction. (1) Given the reactants [CH3:1][C:2]([C:21]1[CH:29]=[CH:28][C:27]([F:30])=[CH:26][C:22]=1[C:23](O)=[O:24])([CH3:20])[CH2:3][C@:4]([O:12][Si:13]([CH2:18][CH3:19])([CH2:16][CH3:17])[CH2:14][CH3:15])([C:8]([F:11])([F:10])[F:9])[CH2:5][C:6]#[CH:7].[N:31]1C=CC=CC=1.S(Cl)(Cl)=O.N, predict the reaction product. The product is: [CH3:1][C:2]([C:21]1[CH:29]=[CH:28][C:27]([F:30])=[CH:26][C:22]=1[C:23]([NH2:31])=[O:24])([CH3:20])[CH2:3][C@:4]([O:12][Si:13]([CH2:18][CH3:19])([CH2:16][CH3:17])[CH2:14][CH3:15])([C:8]([F:11])([F:10])[F:9])[CH2:5][C:6]#[CH:7]. (2) Given the reactants [F:1][C:2]1[CH:3]=[C:4]([NH:20][C:21]([C:23]2[C:24](=[O:36])[N:25]([C:30]3[CH:35]=[CH:34][CH:33]=[CH:32][CH:31]=3)[N:26]([CH3:29])[C:27]=2[CH3:28])=[O:22])[CH:5]=[CH:6][C:7]=1[O:8][C:9]1[C:18]2[C:13](=[CH:14][C:15]([OH:19])=[CH:16][CH:17]=2)[N:12]=[CH:11][CH:10]=1.[CH3:37][C@H:38]1[CH2:40][O:39]1.C([O-])([O-])=O.[Cs+].[Cs+], predict the reaction product. The product is: [F:1][C:2]1[CH:3]=[C:4]([NH:20][C:21]([C:23]2[C:24](=[O:36])[N:25]([C:30]3[CH:31]=[CH:32][CH:33]=[CH:34][CH:35]=3)[N:26]([CH3:29])[C:27]=2[CH3:28])=[O:22])[CH:5]=[CH:6][C:7]=1[O:8][C:9]1[C:18]2[C:13](=[CH:14][C:15]([O:19][CH2:37][C@@H:38]([OH:39])[CH3:40])=[CH:16][CH:17]=2)[N:12]=[CH:11][CH:10]=1. (3) Given the reactants [CH:1]1([NH:4][C:5](=[O:33])[C:6]2[CH:11]=[CH:10][C:9]([CH3:12])=[C:8]([C:13]3[CH:14]=[C:15]4[C:19](=[CH:20][CH:21]=3)[C:18](=[O:22])[N:17]([CH2:23][C:24]3[CH:29]=[CH:28][CH:27]=[C:26]([N+:30]([O-])=O)[CH:25]=3)[CH2:16]4)[CH:7]=2)[CH2:3][CH2:2]1.O.[Sn](Cl)Cl, predict the reaction product. The product is: [NH2:30][C:26]1[CH:25]=[C:24]([CH:29]=[CH:28][CH:27]=1)[CH2:23][N:17]1[CH2:16][C:15]2[C:19](=[CH:20][CH:21]=[C:13]([C:8]3[CH:7]=[C:6]([CH:11]=[CH:10][C:9]=3[CH3:12])[C:5]([NH:4][CH:1]3[CH2:2][CH2:3]3)=[O:33])[CH:14]=2)[C:18]1=[O:22]. (4) Given the reactants [CH2:1]([O:8][C:9]1[CH:14]=[CH:13][C:12]([F:15])=[CH:11][C:10]=1[CH:16]([C:18]1[CH:23]=[CH:22][CH:21]=[CH:20][C:19]=1[CH2:24][OH:25])[OH:17])[C:2]1[CH:7]=[CH:6][CH:5]=[CH:4][CH:3]=1.CCN(CC)CC.[CH3:33][S:34](Cl)(=[O:36])=[O:35], predict the reaction product. The product is: [CH2:1]([O:8][C:9]1[CH:14]=[CH:13][C:12]([F:15])=[CH:11][C:10]=1[CH:16]([O:17][S:34]([CH3:33])(=[O:36])=[O:35])[C:18]1[CH:23]=[CH:22][CH:21]=[CH:20][C:19]=1[CH2:24][O:25][S:34]([CH3:33])(=[O:36])=[O:35])[C:2]1[CH:7]=[CH:6][CH:5]=[CH:4][CH:3]=1.